From a dataset of Forward reaction prediction with 1.9M reactions from USPTO patents (1976-2016). Predict the product of the given reaction. (1) Given the reactants [C:1]1([C:15]2[CH:20]=[CH:19][CH:18]=[CH:17][CH:16]=2)[CH:6]=[CH:5][CH:4]=[C:3]([C:7]2([CH2:13][NH2:14])[CH2:12][CH2:11][O:10][CH2:9][CH2:8]2)[CH:2]=1.[F:21][C:22]([F:38])([F:37])[C:23]1[O:27][N:26]=[C:25]([C:28]2[CH:29]=[N:30][CH:31]=[C:32]([CH:36]=2)[C:33](O)=[O:34])[N:24]=1, predict the reaction product. The product is: [C:1]1([C:15]2[CH:20]=[CH:19][CH:18]=[CH:17][CH:16]=2)[CH:6]=[CH:5][CH:4]=[C:3]([C:7]2([CH2:13][NH:14][C:33](=[O:34])[C:32]3[CH:36]=[C:28]([C:25]4[N:24]=[C:23]([C:22]([F:38])([F:37])[F:21])[O:27][N:26]=4)[CH:29]=[N:30][CH:31]=3)[CH2:8][CH2:9][O:10][CH2:11][CH2:12]2)[CH:2]=1. (2) Given the reactants [F:1][C:2]1[C:3]([O:26][CH2:27][CH2:28][CH2:29][O:30][CH3:31])=[CH:4][C:5]2[CH2:14][CH:13]([CH:15]([CH3:17])[CH3:16])[N:12]3[C:7](=[CH:8][C:9](=[O:23])[C:10]([C:18]([O:20]CC)=[O:19])=[CH:11]3)[C:6]=2[C:24]=1[F:25].O[Li].O.Cl, predict the reaction product. The product is: [F:1][C:2]1[C:3]([O:26][CH2:27][CH2:28][CH2:29][O:30][CH3:31])=[CH:4][C:5]2[CH2:14][CH:13]([CH:15]([CH3:17])[CH3:16])[N:12]3[C:7](=[CH:8][C:9](=[O:23])[C:10]([C:18]([OH:20])=[O:19])=[CH:11]3)[C:6]=2[C:24]=1[F:25]. (3) Given the reactants [OH:1][CH2:2][C:3]1([C:16]([O:18][CH3:19])=[O:17])[O:8][CH2:7][CH2:6][N:5]([C:9]([O:11][C:12]([CH3:15])([CH3:14])[CH3:13])=[O:10])[CH2:4]1.[C:20]1([CH3:30])[CH:25]=[CH:24][C:23]([S:26](Cl)(=[O:28])=[O:27])=[CH:22][CH:21]=1.O, predict the reaction product. The product is: [S:26]([O:1][CH2:2][C:3]1([C:16]([O:18][CH3:19])=[O:17])[O:8][CH2:7][CH2:6][N:5]([C:9]([O:11][C:12]([CH3:14])([CH3:15])[CH3:13])=[O:10])[CH2:4]1)([C:23]1[CH:24]=[CH:25][C:20]([CH3:30])=[CH:21][CH:22]=1)(=[O:28])=[O:27].